Dataset: Full USPTO retrosynthesis dataset with 1.9M reactions from patents (1976-2016). Task: Predict the reactants needed to synthesize the given product. (1) Given the product [CH3:17][C:16]1[C:11]([N:8]2[C:9]([CH3:10])=[C:5]([C:3]([OH:4])=[O:2])[CH:6]=[N:7]2)=[N:12][CH:13]=[CH:14][CH:15]=1, predict the reactants needed to synthesize it. The reactants are: C[O:2][C:3]([C:5]1[CH:6]=[N:7][N:8]([C:11]2[C:16]([CH3:17])=[CH:15][CH:14]=[CH:13][N:12]=2)[C:9]=1[CH3:10])=[O:4].[OH-].[Na+].Cl.ClCCl. (2) Given the product [ClH:30].[NH2:7][CH2:8][C@@H:9]1[O:13][C:12](=[O:14])[N:11]([C:15]2[CH:28]=[CH:27][C:18]3[C:19]4[NH:20][N:21]=[CH:22][C:23]=4[CH2:24][CH2:25][CH2:26][C:17]=3[CH:16]=2)[CH2:10]1, predict the reactants needed to synthesize it. The reactants are: C(OC(=O)[NH:7][CH2:8][C@@H:9]1[O:13][C:12](=[O:14])[N:11]([C:15]2[CH:28]=[CH:27][C:18]3[C:19]4[NH:20][N:21]=[CH:22][C:23]=4[CH2:24][CH2:25][CH2:26][C:17]=3[CH:16]=2)[CH2:10]1)(C)(C)C.[ClH:30]. (3) Given the product [CH3:11][C:12]1([CH3:22])[CH2:16][C:15]2[CH:17]=[CH:18][CH:19]=[C:20]([O:21][C:2]3[C:7]([N+:8]([O-:10])=[O:9])=[CH:6][CH:5]=[CH:4][N:3]=3)[C:14]=2[O:13]1, predict the reactants needed to synthesize it. The reactants are: Cl[C:2]1[C:7]([N+:8]([O-:10])=[O:9])=[CH:6][CH:5]=[CH:4][N:3]=1.[CH3:11][C:12]1([CH3:22])[CH2:16][C:15]2[CH:17]=[CH:18][CH:19]=[C:20]([OH:21])[C:14]=2[O:13]1.C(=O)([O-])[O-].[Cs+].[Cs+]. (4) Given the product [F:1][C:2]1[CH:10]=[CH:9][CH:8]=[C:7]2[C:3]=1[CH:4]=[C:5]([C:11]1[C:16]([CH2:17][CH2:18][C:19]([OH:21])=[O:20])=[CH:15][CH:14]=[C:13]([C:24]3[C:25]([N:44]([CH3:49])[S:45]([CH3:48])(=[O:46])=[O:47])=[CH:26][C:27]4[O:31][C:30]([C:32]5[CH:33]=[CH:34][C:35]([F:38])=[CH:36][CH:37]=5)=[C:29]([C:39](=[O:42])[NH:40][CH3:41])[C:28]=4[CH:43]=3)[N:12]=1)[NH:6]2, predict the reactants needed to synthesize it. The reactants are: [F:1][C:2]1[CH:10]=[CH:9][CH:8]=[C:7]2[C:3]=1[CH:4]=[C:5]([C:11]1[C:16]([CH2:17][CH2:18][C:19]([O:21]CC)=[O:20])=[CH:15][CH:14]=[C:13]([C:24]3[C:25]([N:44]([CH3:49])[S:45]([CH3:48])(=[O:47])=[O:46])=[CH:26][C:27]4[O:31][C:30]([C:32]5[CH:37]=[CH:36][C:35]([F:38])=[CH:34][CH:33]=5)=[C:29]([C:39](=[O:42])[NH:40][CH3:41])[C:28]=4[CH:43]=3)[N:12]=1)[NH:6]2.O.[OH-].[Li+].CO.Cl. (5) Given the product [Cl:10][C:11]1[CH:12]=[CH:13][C:14]([O:15][C:16]2[CH:21]=[CH:20][C:19]([N:22]3[C@@H:23]([C:26]4[CH:31]=[CH:30][CH:29]=[C:28]([C:32]([F:33])([F:34])[F:35])[CH:27]=4)[CH2:24][NH:25][C:3]3=[CH:4][N+:5]([O-:7])=[O:6])=[CH:18][CH:17]=2)=[CH:36][CH:37]=1, predict the reactants needed to synthesize it. The reactants are: CS[C:3](SC)=[CH:4][N+:5]([O-:7])=[O:6].[Cl:10][C:11]1[CH:37]=[CH:36][C:14]([O:15][C:16]2[CH:21]=[CH:20][C:19]([NH:22][C@@H:23]([C:26]3[CH:31]=[CH:30][CH:29]=[C:28]([C:32]([F:35])([F:34])[F:33])[CH:27]=3)[CH2:24][NH2:25])=[CH:18][CH:17]=2)=[CH:13][CH:12]=1. (6) Given the product [OH:6][CH:7]1[CH:16]([C:17]2[CH:18]=[CH:19][CH:20]=[CH:21][CH:22]=2)[NH:15][C:14]2[C:13]3=[N:23][C:24]([CH3:27])=[C:25]([CH3:26])[N:12]3[CH:11]=[CH:10][C:9]=2[C:8]1=[O:28], predict the reactants needed to synthesize it. The reactants are: C([Si](C)(C)[O:6][CH:7]1[CH:16]([C:17]2[CH:22]=[CH:21][CH:20]=[CH:19][CH:18]=2)[NH:15][C:14]2[C:13]3=[N:23][C:24]([CH3:27])=[C:25]([CH3:26])[N:12]3[CH:11]=[CH:10][C:9]=2[C:8]1=[O:28])(C)(C)C.Cl.N. (7) Given the product [O:18]1[CH:17]=[C:16]([C:14]2[CH2:2][C:1](=[O:3])[C:4]3[C:5](=[CH:6][C:7]4[O:11][CH2:10][O:9][C:8]=4[CH:12]=3)[N:13]=2)[C:20]2[CH:21]=[CH:22][CH:23]=[CH:24][C:19]1=2, predict the reactants needed to synthesize it. The reactants are: [C:1]([C:4]1[C:5]([NH:13][C:14]([C:16]2[C:20]3[CH:21]=[CH:22][CH:23]=[CH:24][C:19]=3[O:18][CH:17]=2)=O)=[CH:6][C:7]2[O:11][CH2:10][O:9][C:8]=2[CH:12]=1)(=[O:3])[CH3:2].[OH-].[Na+]. (8) Given the product [C:1]([O:5][C:6](=[O:22])[NH:7][C:8]1[CH:13]=[C:12]([O:14][CH2:15][CH3:16])[C:11]([C:17]([F:20])([F:19])[F:18])=[CH:10][C:9]=1[NH:21][C:28](=[O:27])[CH2:29][C:30](=[O:48])[C:31]1[CH:36]=[CH:35][CH:34]=[C:33]([C:37]2[CH:42]=[CH:41][N:40]=[C:39]([N:43]3[CH2:44][CH2:45][CH2:46][CH2:47]3)[CH:38]=2)[CH:32]=1)([CH3:2])([CH3:3])[CH3:4], predict the reactants needed to synthesize it. The reactants are: [C:1]([O:5][C:6](=[O:22])[NH:7][C:8]1[CH:13]=[C:12]([O:14][CH2:15][CH3:16])[C:11]([C:17]([F:20])([F:19])[F:18])=[CH:10][C:9]=1[NH2:21])([CH3:4])([CH3:3])[CH3:2].C([O:27][C:28](=O)[CH2:29][C:30](=[O:48])[C:31]1[CH:36]=[CH:35][CH:34]=[C:33]([C:37]2[CH:42]=[CH:41][N:40]=[C:39]([N:43]3[CH2:47][CH2:46][CH2:45][CH2:44]3)[CH:38]=2)[CH:32]=1)(C)(C)C. (9) Given the product [CH3:19][O:20][C:21](=[O:47])[C@@H:22]([NH:39][C:40]([O:42][C:43]([CH3:45])([CH3:44])[CH3:46])=[O:41])[CH2:23][C:24]1[CH:29]=[CH:28][C:27]([C:17]#[C:16][CH2:15][C@H:14]([CH:11]2[CH2:12][CH2:13][N:8]([C:5]3[N:6]=[CH:7][C:2]([Cl:1])=[CH:3][N:4]=3)[CH2:9][CH2:10]2)[CH3:18])=[CH:26][C:25]=1[F:38], predict the reactants needed to synthesize it. The reactants are: [Cl:1][C:2]1[CH:3]=[N:4][C:5]([N:8]2[CH2:13][CH2:12][CH:11]([C@H:14]([CH3:18])[CH2:15][C:16]#[CH:17])[CH2:10][CH2:9]2)=[N:6][CH:7]=1.[CH3:19][O:20][C:21](=[O:47])[C@@H:22]([NH:39][C:40]([O:42][C:43]([CH3:46])([CH3:45])[CH3:44])=[O:41])[CH2:23][C:24]1[CH:29]=[CH:28][C:27](OS(C(F)(F)F)(=O)=O)=[CH:26][C:25]=1[F:38].C(N(CC)CC)C.